This data is from CYP2C9 inhibition data for predicting drug metabolism from PubChem BioAssay. The task is: Regression/Classification. Given a drug SMILES string, predict its absorption, distribution, metabolism, or excretion properties. Task type varies by dataset: regression for continuous measurements (e.g., permeability, clearance, half-life) or binary classification for categorical outcomes (e.g., BBB penetration, CYP inhibition). Dataset: cyp2c9_veith. (1) The drug is Cc1nnc(SCc2nc(N)nc(Nc3ccccc3)n2)s1. The result is 1 (inhibitor). (2) The compound is N[C@@H](CCCCP(=O)(O)O)C(=O)O. The result is 0 (non-inhibitor).